The task is: Binary Classification. Given a drug SMILES string, predict its activity (active/inactive) in a high-throughput screening assay against a specified biological target.. This data is from HIV replication inhibition screening data with 41,000+ compounds from the AIDS Antiviral Screen. (1) The compound is CCOC(=O)P(=O)(O)c1ccc(N(C)Cc2ccccc2)cc1.[NaH]. The result is 0 (inactive). (2) The drug is CC1(C)C(=O)c2ccccc2OC1N1CCN(C2Oc3ccccc3C(=O)C2(C)C)CC1. The result is 0 (inactive). (3) The drug is CCCCCCCCCCCCOC1OC(CO)C(O)C(O)C1O. The result is 0 (inactive). (4) The molecule is O=C(Cc1ccccc1)NNc1nc(NNC(=O)c2ccncc2)nc(Nc2ccc([N+](=O)[O-])cc2)n1. The result is 0 (inactive). (5) The molecule is COc1cc(-c2[o+]c3cc(O)cc(OC4OC(CO)C(O)C(O)C4O)c3cc2OC2OC(CO)C(O)C(O)C2O)cc(OC)c1O. The result is 0 (inactive). (6) The drug is O=C(Nc1ccccc1)c1nn(-c2cc(S(=O)(=O)[O-])c([N+](=O)[O-])cc2Cl)[n+](-c2cc(S(=O)(=O)O)c([N+](=O)[O-])cc2Cl)n1.[NaH]. The result is 1 (active). (7) The compound is Cc1ccc2c(c1)C(=O)N(CC[PH](c1ccccc1)(c1ccccc1)c1ccccc1)C2=O. The result is 0 (inactive). (8) The molecule is CC(C)CNC(=O)c1c(NC(=O)c2ccccc2)sc2[nH]c(=O)n(-c3ccccc3)c(=O)c12. The result is 0 (inactive). (9) The compound is Cc1ccccc1NC(=O)C(C#N)=NNc1[nH]cnc1C(N)=O. The result is 0 (inactive). (10) The drug is CCN(CC)CCC(=O)NC1c2ccc(Cl)cc2Oc2c(C)cccc21. The result is 0 (inactive).